Dataset: TCR-epitope binding with 47,182 pairs between 192 epitopes and 23,139 TCRs. Task: Binary Classification. Given a T-cell receptor sequence (or CDR3 region) and an epitope sequence, predict whether binding occurs between them. The epitope is HPVGEADYFEY. The TCR CDR3 sequence is CASSLGSGGRTDTQYF. Result: 0 (the TCR does not bind to the epitope).